This data is from Full USPTO retrosynthesis dataset with 1.9M reactions from patents (1976-2016). The task is: Predict the reactants needed to synthesize the given product. (1) Given the product [Cl:1][C:2]1[C:3]([C:9](=[O:11])[CH3:10])=[N:4][CH:5]=[C:6]([O:8][CH2:24][C:25]([F:28])([F:27])[F:26])[CH:7]=1, predict the reactants needed to synthesize it. The reactants are: [Cl:1][C:2]1[C:3]([C:9](=[O:11])[CH3:10])=[N:4][CH:5]=[C:6]([OH:8])[CH:7]=1.C(=O)([O-])[O-].[K+].[K+].FC(F)(F)S(O[CH2:24][C:25]([F:28])([F:27])[F:26])(=O)=O.O. (2) Given the product [ClH:28].[ClH:28].[NH2:7][C@H:8]([CH2:9][C:10]1[CH:11]=[CH:12][C:13]([O:16][C:17]2[C:22]([C:23]#[N:24])=[CH:21][CH:20]=[CH:19][N:18]=2)=[CH:14][CH:15]=1)[CH2:25][OH:26], predict the reactants needed to synthesize it. The reactants are: C(OC(=O)[NH:7][C@@H:8]([CH2:25][OH:26])[CH2:9][C:10]1[CH:15]=[CH:14][C:13]([O:16][C:17]2[C:22]([C:23]#[N:24])=[CH:21][CH:20]=[CH:19][N:18]=2)=[CH:12][CH:11]=1)(C)(C)C.[ClH:28]. (3) Given the product [CH3:12][C:3]1([C:7]([O:9][CH2:10][CH3:11])=[O:8])[CH2:4][CH2:5][CH2:6][C:2]1=[O:1], predict the reactants needed to synthesize it. The reactants are: [O:1]=[C:2]1[CH2:6][CH2:5][CH2:4][CH:3]1[C:7]([O:9][CH2:10][CH3:11])=[O:8].[C:12]([O-])([O-])=O.[K+].[K+].CI. (4) Given the product [OH:27][C:24]1[CH:23]=[CH:22][C:21]([C:17]2([CH:19]=[CH2:20])[CH2:16][CH2:15][CH2:14][C:13]3[CH:35]=[C:9]([OH:8])[CH:10]=[CH:11][C:12]=3[CH2:18]2)=[CH:26][CH:25]=1, predict the reactants needed to synthesize it. The reactants are: [Si]([O:8][C:9]1[CH:10]=[CH:11][C:12]2[CH2:18][C:17]([C:21]3[CH:26]=[CH:25][C:24]([O:27][Si](C(C)(C)C)(C)C)=[CH:23][CH:22]=3)([CH:19]=[CH2:20])[CH2:16][CH2:15][CH2:14][C:13]=2[CH:35]=1)(C(C)(C)C)(C)C.C(#N)C.N12CCOCCOCCN(CCOCCOCC1)CCOCCOCC2.C(=O)([O-])[O-].[K+].[K+]. (5) Given the product [O:1]=[C:2]1[CH2:6][N:5]([C:7]([O:9][C:10]([CH3:11])([CH3:12])[CH3:13])=[O:8])[CH:4]([C:14]([O:16][CH3:17])=[O:15])[CH2:3]1, predict the reactants needed to synthesize it. The reactants are: [OH:1][C@H:2]1[CH2:6][N:5]([C:7]([O:9][C:10]([CH3:13])([CH3:12])[CH3:11])=[O:8])[C@H:4]([C:14]([O:16][CH3:17])=[O:15])[CH2:3]1. (6) Given the product [F:20][C:19]([F:21])([F:22])[C:16]1[CH:17]=[CH:18][C:13]([CH2:12][N:2]2[CH2:3][C:4]3[C:9](=[CH:8][CH:7]=[CH:6][CH:5]=3)[C:1]2=[O:10])=[CH:14][CH:15]=1, predict the reactants needed to synthesize it. The reactants are: [C:1]1(=[O:10])[C:9]2[C:4](=[CH:5][CH:6]=[CH:7][CH:8]=2)[CH2:3][NH:2]1.Br[CH2:12][C:13]1[CH:18]=[CH:17][C:16]([C:19]([F:22])([F:21])[F:20])=[CH:15][CH:14]=1.C([O-])([O-])=O.[Cs+].[Cs+].C1OCCOCCOCCOCCOCCOC1. (7) Given the product [F:16][C:11]1[CH:12]=[CH:13][CH:14]=[CH:15][C:10]=1[N:7]1[C:22]([CH:18]2[CH2:19][CH2:20][CH2:21][O:17]2)=[C:23]([C:24]([O:26][CH2:27][CH3:28])=[O:25])[N:9]=[N:8]1, predict the reactants needed to synthesize it. The reactants are: C(=O)([O-])[O-].[K+].[K+].[N:7]([C:10]1[CH:15]=[CH:14][CH:13]=[CH:12][C:11]=1[F:16])=[N+:8]=[N-:9].[O:17]1[CH2:21][CH2:20][CH2:19][CH:18]1[C:22](=O)[CH2:23][C:24]([O:26][CH2:27][CH3:28])=[O:25].O. (8) The reactants are: [NH2:1][C:2]1[CH:9]=[C:8]([Cl:10])[CH:7]=[CH:6][C:3]=1[CH:4]=O.[NH2:11][C:12](N)=[O:13]. Given the product [Cl:10][C:8]1[CH:9]=[C:2]2[C:3]([CH:4]=[N:11][C:12]([OH:13])=[N:1]2)=[CH:6][CH:7]=1, predict the reactants needed to synthesize it.